The task is: Predict the reaction yield, written as a fraction of the theoretical maximum amount of product (1.0 means a 100% yield; for example, 0.34 means a 34% yield).. This data is from Reaction yield outcomes from USPTO patents with 853,638 reactions. (1) The reactants are [Cl:1][C:2]1[CH:7]=[CH:6][C:5]([C:8]2[C:9]([C:14]([O:16]CC)=[O:15])=[CH:10][CH:11]=[CH:12][CH:13]=2)=[C:4]([CH3:19])[CH:3]=1.[OH-].[Na+]. The catalyst is C(O)C. The product is [Cl:1][C:2]1[CH:7]=[CH:6][C:5]([C:8]2[C:9]([C:14]([OH:16])=[O:15])=[CH:10][CH:11]=[CH:12][CH:13]=2)=[C:4]([CH3:19])[CH:3]=1. The yield is 0.910. (2) The reactants are [ClH:1].O1CCOCC1.[OH:8][C@H:9]1[C:13]2[N:14]=[CH:15][N:16]=[C:17]([N:18]3[CH2:23][CH2:22][N:21](C(OC(C)(C)C)=O)[CH2:20][CH2:19]3)[C:12]=2[C@H:11]([CH3:31])[CH2:10]1. The catalyst is O1CCOCC1. The product is [ClH:1].[ClH:1].[CH3:31][C@H:11]1[C:12]2[C:17]([N:18]3[CH2:19][CH2:20][NH:21][CH2:22][CH2:23]3)=[N:16][CH:15]=[N:14][C:13]=2[C@H:9]([OH:8])[CH2:10]1. The yield is 0.798. (3) The reactants are [N+:1]([C:4]1[CH:14]=[CH:13][C:7]([O:8][CH2:9][C:10]([OH:12])=O)=[CH:6][CH:5]=1)([O-:3])=[O:2].Cl.C([N:18](CC)[CH2:19][CH3:20])C.CC[N:25]=C=NCCCN(C)C.Cl.C(N(C(C)C)CC)(C)C. The catalyst is C1COCC1. The product is [N+:1]([C:4]1[CH:5]=[CH:6][C:7]([O:8][CH2:9][C:10]2[O:12][N:25]=[C:19]([CH3:20])[N:18]=2)=[CH:13][CH:14]=1)([O-:3])=[O:2]. The yield is 0.600. (4) The product is [O:36]=[C:34]1[O:33][N:32]=[C:31]([C:26]2[CH:27]=[CH:28][CH:29]=[CH:30][C:25]=2[C:22]2[CH:21]=[CH:20][C:19]([CH2:18][C:15]3[C:16](=[O:17])[N:11]([C@H:8]4[CH2:9][CH2:10][C@H:5]([O:4][CH2:3][C:2](=[O:1])[CH3:43])[CH2:6][CH2:7]4)[C:12]4[N:13]([N:40]=[CH:41][CH:42]=4)[C:14]=3[CH2:37][CH2:38][CH3:39])=[CH:24][CH:23]=2)[NH:35]1. The reactants are [OH:1][CH:2]([CH3:43])[CH2:3][O:4][C@H:5]1[CH2:10][CH2:9][C@H:8]([N:11]2[C:16](=[O:17])[C:15]([CH2:18][C:19]3[CH:24]=[CH:23][C:22]([C:25]4[CH:30]=[CH:29][CH:28]=[CH:27][C:26]=4[C:31]4[NH:35][C:34](=[O:36])[O:33][N:32]=4)=[CH:21][CH:20]=3)=[C:14]([CH2:37][CH2:38][CH3:39])[N:13]3[N:40]=[CH:41][CH:42]=[C:12]23)[CH2:7][CH2:6]1.CC(OI1(OC(C)=O)(OC(C)=O)OC(=O)C2C1=CC=CC=2)=O.C(OCC)(=O)C.S([O-])([O-])(=O)=S.[Na+].[Na+]. The yield is 0.900. The catalyst is C(Cl)Cl.O. (5) The reactants are [CH2:1]([O:8][CH2:9][C:10]([F:14])([F:13])[CH2:11][OH:12])[C:2]1[CH:7]=[CH:6][CH:5]=[CH:4][CH:3]=1.[CH3:15][S:16](Cl)(=[O:18])=[O:17].CCN(CC)CC. The catalyst is C(Cl)Cl. The product is [CH2:1]([O:8][CH2:9][C:10]([F:13])([F:14])[CH2:11][O:12][S:16]([CH3:15])(=[O:18])=[O:17])[C:2]1[CH:7]=[CH:6][CH:5]=[CH:4][CH:3]=1. The yield is 0.820. (6) The reactants are [NH2:1][C:2]1[C:3]([NH:12][CH2:13][CH:14]([O:17][CH3:18])[O:15][CH3:16])=[C:4]([CH:9]=[CH:10][CH:11]=1)[C:5]([O:7][CH3:8])=[O:6].OOS([O-])=O.[K+].[F:25][C:26]1[CH:33]=[CH:32][C:29]([CH:30]=O)=[CH:28][CH:27]=1. The catalyst is CN(C=O)C.O. The product is [CH3:16][O:15][CH:14]([O:17][CH3:18])[CH2:13][N:12]1[C:3]2[C:4]([C:5]([O:7][CH3:8])=[O:6])=[CH:9][CH:10]=[CH:11][C:2]=2[N:1]=[C:30]1[C:29]1[CH:32]=[CH:33][C:26]([F:25])=[CH:27][CH:28]=1. The yield is 0.790. (7) The reactants are Br[C:2]1[CH:7]=[CH:6][CH:5]=[C:4]([N+:8]([O-:10])=[O:9])[C:3]=1[O:11][CH3:12].[CH3:13][C:14]1([CH3:30])[C:18]([CH3:20])([CH3:19])[O:17][B:16]([B:16]2[O:17][C:18]([CH3:20])([CH3:19])[C:14]([CH3:30])([CH3:13])[O:15]2)[O:15]1.C([O-])(=O)C.[K+]. The catalyst is COCCOC.C1C=CC([P]([Pd]([P](C2C=CC=CC=2)(C2C=CC=CC=2)C2C=CC=CC=2)([P](C2C=CC=CC=2)(C2C=CC=CC=2)C2C=CC=CC=2)[P](C2C=CC=CC=2)(C2C=CC=CC=2)C2C=CC=CC=2)(C2C=CC=CC=2)C2C=CC=CC=2)=CC=1. The product is [CH3:12][O:11][C:3]1[C:4]([N+:8]([O-:10])=[O:9])=[CH:5][CH:6]=[CH:7][C:2]=1[B:16]1[O:17][C:18]([CH3:20])([CH3:19])[C:14]([CH3:30])([CH3:13])[O:15]1. The yield is 0.619. (8) The reactants are [N+:1]([C:4]1[CH:5]=[N:6][C:7]([N:10]2[CH:14]=[C:13]([C:15]([F:18])([F:17])[F:16])[CH:12]=[N:11]2)=[N:8][CH:9]=1)([O-])=O. The catalyst is C(OCC)(=O)C.[Pd]. The product is [F:18][C:15]([F:16])([F:17])[C:13]1[CH:12]=[N:11][N:10]([C:7]2[N:8]=[CH:9][C:4]([NH2:1])=[CH:5][N:6]=2)[CH:14]=1. The yield is 0.980. (9) The reactants are [NH2:1][C:2]1[CH:3]=[CH:4][CH:5]=[C:6]2[C:11]=1[N:10]=[CH:9][CH:8]=[CH:7]2.[F:12][C:13]([F:25])([F:24])[C:14]1[CH:15]=[C:16]([S:20](Cl)(=[O:22])=[O:21])[CH:17]=[CH:18][CH:19]=1. The catalyst is CN(C1C=CN=CC=1)C. The product is [N:10]1[C:11]2[C:6](=[CH:5][CH:4]=[CH:3][C:2]=2[NH:1][S:20]([C:16]2[CH:17]=[CH:18][CH:19]=[C:14]([C:13]([F:12])([F:24])[F:25])[CH:15]=2)(=[O:22])=[O:21])[CH:7]=[CH:8][CH:9]=1. The yield is 1.00.